Dataset: Reaction yield outcomes from USPTO patents with 853,638 reactions. Task: Predict the reaction yield, written as a fraction of the theoretical maximum amount of product (1.0 means a 100% yield; for example, 0.34 means a 34% yield). (1) The reactants are CC([N:5]([C@@H:9]([CH2:22][C:23]1[CH:24]=[N:25][CH:26]=[CH:27][CH:28]=1)[CH2:10][N:11]1[C:19](=[O:20])[C:18]2[C:13](=[CH:14][CH:15]=[CH:16][CH:17]=2)[C:12]1=[O:21])C(=O)[O-])(C)C.Cl. The catalyst is C(Cl)Cl.O1CCOCC1. The product is [NH2:5][C@@H:9]([CH2:22][C:23]1[CH:24]=[N:25][CH:26]=[CH:27][CH:28]=1)[CH2:10][N:11]1[C:12](=[O:21])[C:13]2[C:18](=[CH:17][CH:16]=[CH:15][CH:14]=2)[C:19]1=[O:20]. The yield is 0.680. (2) The reactants are [Cl:1][C:2]1[CH:3]=[C:4]([C:9]2([C:24]([F:27])([F:26])[F:25])[O:13][N:12]=[C:11]([C:14]3[CH:22]=[CH:21][C:17]([CH:18]=[N:19][OH:20])=[C:16]([CH3:23])[CH:15]=3)[CH2:10]2)[CH:5]=[C:6]([Cl:8])[CH:7]=1.Cl[N:29]1C(=O)CC[C:30]1=O.CN.C(N(CC)CC)C. The catalyst is CN(C=O)C.C1COCC1. The product is [Cl:1][C:2]1[CH:3]=[C:4]([C:9]2([C:24]([F:25])([F:27])[F:26])[O:13][N:12]=[C:11]([C:14]3[CH:22]=[CH:21][C:17]([C:18]([NH:19][OH:20])=[N:29][CH3:30])=[C:16]([CH3:23])[CH:15]=3)[CH2:10]2)[CH:5]=[C:6]([Cl:8])[CH:7]=1. The yield is 0.390. (3) The reactants are [C:1]([O:5][C:6]([N:8]1[CH2:13][CH2:12][CH:11]([CH2:14]O)[CH2:10][CH2:9]1)=[O:7])([CH3:4])([CH3:3])[CH3:2].C(N(CC)CC)C.[CH3:23][S:24](Cl)(=[O:26])=[O:25].[C:28](=[O:31])([O-])O.[Na+]. The catalyst is ClCCl.C(Cl)(Cl)Cl. The product is [C:1]([O:5][C:6]([N:8]1[CH2:9][CH2:10][CH:11]([CH2:14][CH2:28][O:31][S:24]([CH3:23])(=[O:26])=[O:25])[CH2:12][CH2:13]1)=[O:7])([CH3:2])([CH3:3])[CH3:4]. The yield is 0.790.